This data is from Catalyst prediction with 721,799 reactions and 888 catalyst types from USPTO. The task is: Predict which catalyst facilitates the given reaction. (1) Reactant: Br[C:2]1[CH:7]=[CH:6][C:5]([C:8]2[N:9]=[CH:10][O:11][CH:12]=2)=[CH:4][CH:3]=1.C([Sn](CCCC)(CCCC)[C:18]([O:20]CC)=[CH2:19])CCC.[Cl-].[Li+]. Product: [O:11]1[CH:12]=[C:8]([C:5]2[CH:6]=[CH:7][C:2]([C:18](=[O:20])[CH3:19])=[CH:3][CH:4]=2)[N:9]=[CH:10]1. The catalyst class is: 660. (2) Reactant: [Br:1][C:2]1[CH:3]=[C:4](/[CH:9]=[CH:10]/[C:11]([NH:13][C:14]2([C:20]([NH:22][CH2:23][CH2:24][C:25]3[C:33]4[C:28](=[CH:29][CH:30]=[C:31]([F:34])[CH:32]=4)[NH:27][CH:26]=3)=[O:21])[CH2:19][CH2:18][NH:17][CH2:16][CH2:15]2)=[O:12])[CH:5]=[CH:6][C:7]=1[F:8].C(N(CC)CC)C.[C:42](Cl)(=[O:44])[CH3:43]. Product: [C:42]([N:17]1[CH2:18][CH2:19][C:14]([NH:13][C:11](=[O:12])/[CH:10]=[CH:9]/[C:4]2[CH:5]=[CH:6][C:7]([F:8])=[C:2]([Br:1])[CH:3]=2)([C:20]([NH:22][CH2:23][CH2:24][C:25]2[C:33]3[C:28](=[CH:29][CH:30]=[C:31]([F:34])[CH:32]=3)[NH:27][CH:26]=2)=[O:21])[CH2:15][CH2:16]1)(=[O:44])[CH3:43]. The catalyst class is: 2. (3) Reactant: [NH2:1][C:2]1[C:11]2[C:6](=[CH:7][CH:8]=[CH:9][CH:10]=2)[C:5]([Br:12])=[CH:4][CH:3]=1.Cl.[N:14]([O-])=O.[Na+].[OH-].[Na+].[C:20]1([SH:26])[CH:25]=[CH:24][CH:23]=[CH:22][CH:21]=1.[OH-]. Product: [Br:12][C:5]1[C:6]2[C:11](=[CH:10][CH:9]=[CH:8][CH:7]=2)[C:2]([N:1]=[N:14][S:26][C:20]2[CH:25]=[CH:24][CH:23]=[CH:22][CH:21]=2)=[CH:3][CH:4]=1. The catalyst class is: 6. (4) Reactant: [CH3:1][N:2]1[CH:6]=[C:5]([CH:7]=[O:8])[CH:4]=[N:3]1.CBr.[Mg].O.[CH:13](Cl)(Cl)Cl. Product: [CH3:1][N:2]1[CH:6]=[C:5]([CH:7]([OH:8])[CH3:13])[CH:4]=[N:3]1. The catalyst class is: 7. (5) Reactant: [CH:1]([NH:4][CH2:5][C@@H:6]1[C@H:10]2[O:11][C:12]([CH3:15])([CH3:14])[O:13][C@H:9]2[C@H:8]([N:16]2[CH:24]=[N:23][C:22]3[C:17]2=[N:18][CH:19]=[N:20][C:21]=3[NH2:25])[O:7]1)([CH3:3])[CH3:2].[C:26]([C:30]1[CH:43]=[CH:42][C:33]2[N:34]3[CH:40](O)[CH2:39][CH2:38][CH2:37][C:35]3=[N:36][C:32]=2[CH:31]=1)([CH3:29])([CH3:28])[CH3:27].[BH-](OC(C)=O)(OC(C)=O)OC(C)=O.[Na+].C([O-])(O)=O.[Na+]. Product: [C:26]([C:30]1[CH:43]=[CH:42][C:33]2[NH:34][C:35]([CH2:37][CH2:38][CH2:39][CH2:40][N:4]([CH2:5][C@@H:6]3[C@H:10]4[O:11][C:12]([CH3:15])([CH3:14])[O:13][C@H:9]4[C@H:8]([N:16]4[CH:24]=[N:23][C:22]5[C:17]4=[N:18][CH:19]=[N:20][C:21]=5[NH2:25])[O:7]3)[CH:1]([CH3:3])[CH3:2])=[N:36][C:32]=2[CH:31]=1)([CH3:28])([CH3:27])[CH3:29]. The catalyst class is: 26.